From a dataset of Forward reaction prediction with 1.9M reactions from USPTO patents (1976-2016). Predict the product of the given reaction. (1) Given the reactants [C:1](=[O:4])(O)[O-:2].[Na+].[CH3:6][O:7][C:8]1[CH:13]=[CH:12]C(N)=CC=1.Cl[CH2:16][CH2:17][C:18]([Cl:20])=O.[C:21]1(C)C=CC=CC=1, predict the reaction product. The product is: [CH3:21][C:13]1[CH:12]=[C:18]([Cl:20])[CH:17]=[CH:16][C:8]=1[O:7][CH2:6][C:1]([OH:2])=[O:4]. (2) Given the reactants [CH3:1][NH:2][C:3]1[C:4]([CH3:18])=[N:5][CH:6]=[C:7](B2OC(C)(C)C(C)(C)O2)[CH:8]=1.Br[C:20]1[CH:29]=[CH:28][C:27]2[N:26]=[CH:25][C:24]3[N:30]([CH3:41])[C:31](=[O:40])[N:32]([C:33]4[C:34]([CH3:39])=[N:35][CH:36]=[CH:37][CH:38]=4)[C:23]=3[C:22]=2[CH:21]=1, predict the reaction product. The product is: [CH3:41][N:30]1[C:24]2[CH:25]=[N:26][C:27]3[CH:28]=[CH:29][C:20]([C:7]4[CH:6]=[N:5][C:4]([CH3:18])=[C:3]([NH:2][CH3:1])[CH:8]=4)=[CH:21][C:22]=3[C:23]=2[N:32]([C:33]2[C:34]([CH3:39])=[N:35][CH:36]=[CH:37][CH:38]=2)[C:31]1=[O:40]. (3) Given the reactants [NH2:1][C:2]1[CH:3]=[CH:4][C:5]([O:18][C:19]([F:22])([F:21])[F:20])=[C:6]([NH:8][C:9](=[O:17])[CH2:10][N:11]2[CH2:16][CH2:15][O:14][CH2:13][CH2:12]2)[CH:7]=1.[Cl:23][C:24]1[CH:32]=[CH:31][C:27]([C:28](O)=[O:29])=[CH:26][N:25]=1.F[P-](F)(F)(F)(F)F.N1(O[P+](N2CCCC2)(N2CCCC2)N2CCCC2)C2C=CC=CC=2N=N1.C(N(C(C)C)CC)(C)C, predict the reaction product. The product is: [Cl:23][C:24]1[CH:32]=[CH:31][C:27]([C:28]([NH:1][C:2]2[CH:3]=[CH:4][C:5]([O:18][C:19]([F:21])([F:22])[F:20])=[C:6]([NH:8][C:9](=[O:17])[CH2:10][N:11]3[CH2:12][CH2:13][O:14][CH2:15][CH2:16]3)[CH:7]=2)=[O:29])=[CH:26][N:25]=1. (4) The product is: [O:31]1[C:32]2[CH:39]=[CH:38][C:35]([CH:36]=[C:15]3[CH2:14][CH2:13][CH2:12][C:11]4[CH:18]=[C:7]([N:6]5[CH2:5][C@H:4]([CH2:19][NH:20][C:21](=[O:23])[CH3:22])[O:3][C:2]5=[O:1])[CH:8]=[CH:9][C:10]=4[C:16]3=[O:17])=[CH:34][C:33]=2[O:48][CH2:30]1. Given the reactants [O:1]=[C:2]1[N:6]([C:7]2[CH:8]=[CH:9][C:10]3[C:16](=[O:17])[CH2:15][CH2:14][CH2:13][CH2:12][C:11]=3[CH:18]=2)[CH2:5][C@H:4]([CH2:19][NH:20][C:21](=[O:23])[CH3:22])[O:3]1.C(N(C[CH2:30][O:31][C:32]1[CH:39]=[CH:38][C:35]([CH:36]=O)=[CH:34][CH:33]=1)CC)C.N1CCCCC1.C(O)(=[O:48])C, predict the reaction product.